Dataset: Full USPTO retrosynthesis dataset with 1.9M reactions from patents (1976-2016). Task: Predict the reactants needed to synthesize the given product. (1) Given the product [C:11]([O:15][C:16]([NH:18][C@H:19]([C:20]1[C:21]([C:22]([O:24][CH2:25][CH3:26])=[O:23])=[CH:4][C:3]2[C:2](=[C:9]([Cl:10])[CH:8]=[CH:7][CH:6]=2)[N:1]=1)[CH3:28])=[O:17])([CH3:14])([CH3:12])[CH3:13], predict the reactants needed to synthesize it. The reactants are: [NH2:1][C:2]1[C:9]([Cl:10])=[CH:8][CH:7]=[CH:6][C:3]=1[CH:4]=O.[C:11]([O:15][C:16]([NH:18][C@@H:19]([CH3:28])[C:20](=O)[CH2:21][C:22]([O:24][CH2:25][CH3:26])=[O:23])=[O:17])([CH3:14])([CH3:13])[CH3:12]. (2) Given the product [F:16][C:8]([C:12]([F:13])([F:14])[F:15])([C:7]([F:6])([F:18])[F:17])[CH2:9][CH2:10][S:2][CH2:3][CH2:4][OH:5], predict the reactants needed to synthesize it. The reactants are: [Na].[SH:2][CH2:3][CH2:4][OH:5].[F:6][C:7]([F:18])([F:17])[C:8]([F:16])([C:12]([F:15])([F:14])[F:13])[CH2:9][CH2:10]I.Cl. (3) Given the product [C:16]([C:15]1[CH:14]=[C:13]([F:12])[C:20]([N:6]2[CH:7]=[CH:8][C:3]([O:2][CH3:1])=[C:4]([C:10]#[N:11])[C:5]2=[O:9])=[C:19]([F:22])[CH:18]=1)#[N:17], predict the reactants needed to synthesize it. The reactants are: [CH3:1][O:2][C:3]1[CH:8]=[CH:7][NH:6][C:5](=[O:9])[C:4]=1[C:10]#[N:11].[F:12][C:13]1[CH:14]=[C:15]([CH:18]=[C:19]([F:22])[C:20]=1F)[C:16]#[N:17].C(=O)([O-])[O-].[K+].[K+].C(=O)([O-])O.[Na+]. (4) The reactants are: [CH3:1][O:2][C:3](=[O:26])[CH2:4][CH2:5][CH2:6][CH2:7][CH2:8][O:9][C:10]1[CH:11]=[CH:12][C:13]2[NH:17][C:16](=O)[N:15]([C:19]3[CH:24]=[CH:23][CH:22]=[CH:21][CH:20]=3)[C:14]=2[CH:25]=1.P(Cl)(Cl)([Cl:29])=O.C(=O)(O)[O-].[Na+]. Given the product [CH3:1][O:2][C:3](=[O:26])[CH2:4][CH2:5][CH2:6][CH2:7][CH2:8][O:9][C:10]1[CH:11]=[CH:12][C:13]2[N:17]=[C:16]([Cl:29])[N:15]([C:19]3[CH:24]=[CH:23][CH:22]=[CH:21][CH:20]=3)[C:14]=2[CH:25]=1, predict the reactants needed to synthesize it. (5) Given the product [CH3:8][O:9][C:10]([C:12]1[CH:13]=[C:14]([CH3:34])[C:15]2[O:21][C:20]3[C:22]([Cl:30])=[CH:23][C:24]([NH:26][CH2:27][CH2:28][NH:7][N:1]4[CH2:6][CH2:5][O:4][CH2:3][CH2:2]4)=[CH:25][C:19]=3[CH2:18][S:17](=[O:31])(=[O:32])[C:16]=2[CH:33]=1)=[O:11], predict the reactants needed to synthesize it. The reactants are: [N:1]1([NH2:7])[CH2:6][CH2:5][O:4][CH2:3][CH2:2]1.[CH3:8][O:9][C:10]([C:12]1[CH:13]=[C:14]([CH3:34])[C:15]2[O:21][C:20]3[C:22]([Cl:30])=[CH:23][C:24]([NH:26][CH2:27][CH2:28]Cl)=[CH:25][C:19]=3[CH2:18][S:17](=[O:32])(=[O:31])[C:16]=2[CH:33]=1)=[O:11].O. (6) Given the product [F:19][C:16]1[CH:17]=[C:18]2[C:13](=[CH:14][CH:15]=1)[NH:12][CH:11]=[C:10]2[CH2:8][CH:6]1[CH2:7][CH:5]1[CH2:3][N:2]([CH3:1])[CH3:20], predict the reactants needed to synthesize it. The reactants are: [CH3:1][N:2]([CH3:20])[C:3]([C@@H:5]1[CH2:7][C@H:6]1[C:8]([C:10]1[C:18]2[C:13](=[CH:14][CH:15]=[C:16]([F:19])[CH:17]=2)[NH:12][CH:11]=1)=O)=O.[H-].[Al+3].[Li+].[H-].[H-].[H-]. (7) Given the product [F:1][C:2]1[CH:3]=[C:4]([N:9]2[CH2:13][CH:12]([CH2:14][NH:15][C:16](=[O:18])[CH3:17])[O:11][C:10]2=[O:19])[CH:5]=[CH:6][C:7]=1[B:23]1[O:24][C:25]([CH3:27])([CH3:26])[C:21]([CH3:28])([CH3:20])[O:22]1, predict the reactants needed to synthesize it. The reactants are: [F:1][C:2]1[CH:3]=[C:4]([N:9]2[CH2:13][CH:12]([CH2:14][NH:15][C:16](=[O:18])[CH3:17])[O:11][C:10]2=[O:19])[CH:5]=[CH:6][C:7]=1I.[CH3:20][C:21]1([CH3:28])[C:25]([CH3:27])([CH3:26])[O:24][BH:23][O:22]1.C(N(CC)CC)C.